This data is from Peptide-MHC class I binding affinity with 185,985 pairs from IEDB/IMGT. The task is: Regression. Given a peptide amino acid sequence and an MHC pseudo amino acid sequence, predict their binding affinity value. This is MHC class I binding data. The peptide sequence is HHIPNGVVW. The MHC is HLA-B27:05 with pseudo-sequence HLA-B27:05. The binding affinity (normalized) is 0.0847.